From a dataset of Forward reaction prediction with 1.9M reactions from USPTO patents (1976-2016). Predict the product of the given reaction. (1) The product is: [N:40]1([C:43]([N:29]2[CH2:30][C@H:31]([C:32]3[CH:33]=[CH:34][CH:35]=[CH:36][CH:37]=3)[C@@H:27]([CH2:26][N:18]([C@@H:16]([C:6]3[C:15]4[C:10](=[CH:11][CH:12]=[CH:13][CH:14]=4)[CH:9]=[CH:8][CH:7]=3)[CH3:17])[C:19](=[O:25])[O:20][C:21]([CH3:23])([CH3:24])[CH3:22])[CH2:28]2)=[O:44])[CH:39]=[CH:38][N:42]=[CH:41]1. Given the reactants C1COCC1.[C:6]1([C@H:16]([N:18]([CH2:26][C@@H:27]2[C@@H:31]([C:32]3[CH:37]=[CH:36][CH:35]=[CH:34][CH:33]=3)[CH2:30][NH:29][CH2:28]2)[C:19](=[O:25])[O:20][C:21]([CH3:24])([CH3:23])[CH3:22])[CH3:17])[C:15]2[C:10](=[CH:11][CH:12]=[CH:13][CH:14]=2)[CH:9]=[CH:8][CH:7]=1.[CH:38]1[N:42]=[CH:41][N:40]([C:43](N2C=NC=C2)=[O:44])[CH:39]=1, predict the reaction product. (2) Given the reactants C=O.[F:3][C:4]([F:31])([F:30])[C:5]1[CH:29]=[CH:28][C:8]2[NH:9][C:10]3[CH:27]=[CH:26][CH:25]=[CH:24][C:11]=3[N:12]=[C:13]([N:14]3[CH2:19][CH2:18][NH:17][C@@H:16]([CH2:20][CH2:21][O:22][CH3:23])[CH2:15]3)[C:7]=2[CH:6]=1.[C:32](O[BH-](OC(=O)C)OC(=O)C)(=O)C.[Na+], predict the reaction product. The product is: [F:31][C:4]([F:30])([F:3])[C:5]1[CH:29]=[CH:28][C:8]2[NH:9][C:10]3[CH:27]=[CH:26][CH:25]=[CH:24][C:11]=3[N:12]=[C:13]([N:14]3[CH2:19][CH2:18][N:17]([CH3:32])[C@@H:16]([CH2:20][CH2:21][O:22][CH3:23])[CH2:15]3)[C:7]=2[CH:6]=1.